Dataset: Forward reaction prediction with 1.9M reactions from USPTO patents (1976-2016). Task: Predict the product of the given reaction. (1) Given the reactants [NH2:1][NH2:2].[Cl:3][C:4]1[CH:9]=[C:8](Cl)[N:7]=[C:6]([S:11][CH3:12])[N:5]=1, predict the reaction product. The product is: [Cl:3][C:4]1[N:5]=[C:6]([S:11][CH3:12])[N:7]=[C:8]([NH:1][NH2:2])[CH:9]=1. (2) The product is: [F:23][C:11]1[CH:10]=[C:9]([C:7]2[O:8][C:4]3[CH:3]=[C:2]([F:1])[CH:25]=[CH:24][C:5]=3[N:6]=2)[CH:14]=[CH:13][C:12]=1[C:15]([N:17]1[CH2:22][CH2:21][N:20]([C:30]([C:27]2([OH:26])[CH2:29][CH2:28]2)=[O:31])[CH2:19][CH2:18]1)=[O:16]. Given the reactants [F:1][C:2]1[CH:25]=[CH:24][C:5]2[N:6]=[C:7]([C:9]3[CH:14]=[CH:13][C:12]([C:15]([N:17]4[CH2:22][CH2:21][NH:20][CH2:19][CH2:18]4)=[O:16])=[C:11]([F:23])[CH:10]=3)[O:8][C:4]=2[CH:3]=1.[OH:26][C:27]1([C:30](O)=[O:31])[CH2:29][CH2:28]1.CN(C(ON1N=NC2C=CC=CC1=2)=[N+](C)C)C.F[P-](F)(F)(F)(F)F.CCN(C(C)C)C(C)C, predict the reaction product. (3) Given the reactants [F:1][C:2]1[C:3]([NH:18][C@@H:19]2[CH2:24][CH2:23][CH2:22][N:21]([C:25](=[O:28])[CH:26]=[CH2:27])[CH2:20]2)=[N:4][C:5]([NH:8][C:9]2[CH:10]=[C:11]3[C:15](=[CH:16][CH:17]=2)[CH2:14][NH:13][CH2:12]3)=[N:6][CH:7]=1.Br[CH2:30][CH2:31][O:32][CH3:33].[Na+].[I-].C([O-])([O-])=O.[K+].[K+], predict the reaction product. The product is: [F:1][C:2]1[C:3]([NH:18][C@@H:19]2[CH2:24][CH2:23][CH2:22][N:21]([C:25](=[O:28])[CH:26]=[CH2:27])[CH2:20]2)=[N:4][C:5]([NH:8][C:9]2[CH:10]=[C:11]3[C:15](=[CH:16][CH:17]=2)[CH2:14][N:13]([CH2:30][CH2:31][O:32][CH3:33])[CH2:12]3)=[N:6][CH:7]=1. (4) Given the reactants [F:1][C:2]1[CH:3]=[C:4]([C:29]2[C:30]([C:35]#[N:36])=[CH:31][CH:32]=[CH:33][CH:34]=2)[CH:5]=[CH:6][C:7]=1[CH2:8][C:9]1[C:10](=[O:28])[N:11]([C@H:21]2[CH2:26][CH2:25][C@H:24]([OH:27])[CH2:23][CH2:22]2)[C:12]2[N:13]([N:18]=[CH:19][N:20]=2)[C:14]=1[CH2:15][CH2:16][CH3:17].[N+](=[C:39]([CH3:45])[C:40]([O:42][CH2:43][CH3:44])=[O:41])=[N-], predict the reaction product. The product is: [C:35]([C:30]1[CH:31]=[CH:32][CH:33]=[CH:34][C:29]=1[C:4]1[CH:5]=[CH:6][C:7]([CH2:8][C:9]2[C:10](=[O:28])[N:11]([C@H:21]3[CH2:26][CH2:25][C@H:24]([O:27][CH:39]([CH3:45])[C:40]([O:42][CH2:43][CH3:44])=[O:41])[CH2:23][CH2:22]3)[C:12]3[N:13]([N:18]=[CH:19][N:20]=3)[C:14]=2[CH2:15][CH2:16][CH3:17])=[C:2]([F:1])[CH:3]=1)#[N:36]. (5) Given the reactants Br[C:2]1[CH:3]=[C:4]([C:9](=[O:11])[CH3:10])[CH:5]=[CH:6][C:7]=1[F:8].[C:12]([Cu])#[N:13], predict the reaction product. The product is: [C:9]([C:4]1[CH:5]=[CH:6][C:7]([F:8])=[C:2]([CH:3]=1)[C:12]#[N:13])(=[O:11])[CH3:10]. (6) Given the reactants [Br:1][C:2]1[CH:7]=[C:6]([CH:8]([C:11]2[CH:16]=[CH:15][CH:14]=[CH:13][CH:12]=2)[CH:9]=[CH2:10])[C:5]([OH:17])=[C:4]([N+:18]([O-:20])=[O:19])[CH:3]=1.C(=O)([O-])[O-].[K+].[K+].I[CH2:28][CH2:29][CH3:30], predict the reaction product. The product is: [CH2:30]([O:17][C:5]1[C:6]([CH:8]([C:11]2[CH:16]=[CH:15][CH:14]=[CH:13][CH:12]=2)[CH:9]=[CH2:10])=[CH:7][C:2]([Br:1])=[CH:3][C:4]=1[N+:18]([O-:20])=[O:19])[CH:29]=[CH2:28].